Dataset: CYP2D6 inhibition data for predicting drug metabolism from PubChem BioAssay. Task: Regression/Classification. Given a drug SMILES string, predict its absorption, distribution, metabolism, or excretion properties. Task type varies by dataset: regression for continuous measurements (e.g., permeability, clearance, half-life) or binary classification for categorical outcomes (e.g., BBB penetration, CYP inhibition). Dataset: cyp2d6_veith. (1) The result is 1 (inhibitor). The drug is Cc1ccc(S(=O)(=O)O)cc1.N=C(N)SC(c1ccccc1)c1ccccc1. (2) The compound is C/C(=N\N1CCN(C2c3ccccc3-c3ccccc32)CC1)c1ccncc1. The result is 1 (inhibitor). (3) The molecule is Cc1cccc(CSCCNC(=O)c2ccc(N(C)S(=O)(=O)c3ccccc3)cc2)c1. The result is 1 (inhibitor). (4) The drug is CN(C)S(=O)(=O)Oc1ccc(Cl)cc1C(=O)Nc1cccc(C(F)(F)F)c1. The result is 0 (non-inhibitor). (5) The molecule is C=CCN1C[C@H](C)N([C@@H](c2ccccc2)c2ccc(C(=O)N(CC)CC)cc2)C[C@H]1C. The result is 0 (non-inhibitor). (6) The molecule is CC(C)CN1CCC2(CC1)CCN(S(=O)(=O)c1ccccc1)CC2. The result is 1 (inhibitor). (7) The molecule is O=C1NC(c2ccc(Br)cc2)Nc2sc3c(c21)CCC3. The result is 0 (non-inhibitor).